This data is from Peptide-MHC class I binding affinity with 185,985 pairs from IEDB/IMGT. The task is: Regression. Given a peptide amino acid sequence and an MHC pseudo amino acid sequence, predict their binding affinity value. This is MHC class I binding data. The peptide sequence is SDMDTATET. The MHC is HLA-A68:02 with pseudo-sequence HLA-A68:02. The binding affinity (normalized) is 0.